The task is: Predict the reactants needed to synthesize the given product.. This data is from Full USPTO retrosynthesis dataset with 1.9M reactions from patents (1976-2016). (1) Given the product [CH:34]1([NH:38][C:21]2[CH:22]=[C:15]([N:5]3[C:6]4[CH2:7][C:8]([CH3:14])([CH3:13])[CH2:9][C:10](=[O:12])[C:11]=4[C:3]([CH2:1][CH3:2])=[N:4]3)[CH:16]=[C:17]([F:24])[C:18]=2[C:19]#[N:20])[CH2:37][CH2:36][CH2:35]1, predict the reactants needed to synthesize it. The reactants are: [CH2:1]([C:3]1[C:11]2[C:10](=[O:12])[CH2:9][C:8]([CH3:14])([CH3:13])[CH2:7][C:6]=2[N:5]([C:15]2[CH:22]=[C:21](F)[C:18]([C:19]#[N:20])=[C:17]([F:24])[CH:16]=2)[N:4]=1)[CH3:2].C(N(CC)C(C)C)(C)C.[CH:34]1([NH2:38])[CH2:37][CH2:36][CH2:35]1. (2) Given the product [CH3:3][O:4][CH:5]([O:16][CH3:17])[C:6]1[CH:15]=[CH:14][C:9]([C:10]([OH:12])=[O:11])=[CH:8][N:7]=1, predict the reactants needed to synthesize it. The reactants are: [OH-].[Na+].[CH3:3][O:4][CH:5]([O:16][CH3:17])[C:6]1[CH:15]=[CH:14][C:9]([C:10]([O:12]C)=[O:11])=[CH:8][N:7]=1.Cl. (3) Given the product [F:14][C:9]1[CH:8]=[C:7]2[C:12]([CH:13]=[C:4]([CH:2]=[O:3])[C:5]([C:15]3[CH:20]=[CH:19][CH:18]=[CH:17][C:16]=3[S:21]([CH3:24])(=[O:23])=[O:22])=[N:6]2)=[N:11][CH:10]=1, predict the reactants needed to synthesize it. The reactants are: C[CH:2]([C:4]1[C:5]([C:15]2[CH:20]=[CH:19][CH:18]=[CH:17][C:16]=2[S:21]([CH3:24])(=[O:23])=[O:22])=[N:6][C:7]2[C:12]([CH:13]=1)=[N:11][CH:10]=[C:9]([F:14])[CH:8]=2)[OH:3].[Cr](O[Cr]([O-])(=O)=O)([O-])(=O)=O.[NH+]1C=CC=CC=1.[NH+]1C=CC=CC=1. (4) Given the product [CH3:1][O:2][CH2:3][O:4][CH:5]([C:7]1[CH:8]=[CH:9][C:10]([CH2:13][CH2:14][OH:15])=[N:11][CH:12]=1)[CH3:6], predict the reactants needed to synthesize it. The reactants are: [CH3:1][O:2][CH2:3][O:4][CH:5]([C:7]1[CH:8]=[CH:9][C:10]([CH3:13])=[N:11][CH:12]=1)[CH3:6].[CH2:14]=[O:15]. (5) Given the product [CH3:33][N:34]1[C:30]([C:27]2[CH:26]=[N:25][C:24]([CH3:23])=[CH:29][N:28]=2)=[N:37][N:36]=[C:35]1[SH:38], predict the reactants needed to synthesize it. The reactants are: OC1C2N=NNC=2C=CC=1.Cl.CN(C)CCCN=C=NCC.[CH3:23][C:24]1[N:25]=[CH:26][C:27]([C:30](O)=O)=[N:28][CH:29]=1.[CH3:33][NH:34][C:35](=[S:38])[NH:36][NH2:37].